From a dataset of Peptide-MHC class I binding affinity with 185,985 pairs from IEDB/IMGT. Regression. Given a peptide amino acid sequence and an MHC pseudo amino acid sequence, predict their binding affinity value. This is MHC class I binding data. The peptide sequence is IIFLFILLLC. The MHC is HLA-A03:01 with pseudo-sequence HLA-A03:01. The binding affinity (normalized) is 0.293.